Dataset: B-cell epitopes from IEDB database with 3,159 antigens for binding position prediction. Task: Token-level Classification. Given an antigen amino acid sequence, predict which amino acid positions are active epitope sites capable of antibody binding. Output is a list of indices for active positions. Given the antigen sequence: MLEKCLTAGCCSRLLSLWCIVPFCFAVLANASNDSSSHLQLIYNLTLCELNGTDWLANKFDWAVESFVIFPVLTHIVSYGALTTSHFLDTVALVTVSTAGFVHGRYVLSSIYAVCALAALTCFVIRFAKNCMSWRYACTRYTNFLLDTKGRLYRWRSPVIIEKRGKVEVEGHLIDLKRVVLDGSVATPITRVSAEQWGRP, which amino acid positions are active epitope sites? The epitope positions are: [18, 19, 20, 21, 22, 23, 24, 25, 26, 27, 28, 29, 30, 31, 32, 33, 34, 35]. The amino acids at these positions are: CIVPFCFAVLANASNDSS.